From a dataset of Full USPTO retrosynthesis dataset with 1.9M reactions from patents (1976-2016). Predict the reactants needed to synthesize the given product. Given the product [ClH:40].[CH2:7]([O:6][C:4]([C:3]1[C:2]([CH2:1][Br:13])=[N:12][CH:11]=[CH:10][CH:9]=1)=[O:5])[CH3:8], predict the reactants needed to synthesize it. The reactants are: [CH3:1][C:2]1[N:12]=[CH:11][CH:10]=[CH:9][C:3]=1[C:4]([O:6][CH2:7][CH3:8])=[O:5].[Br:13]N1C(=O)CCC1=O.C(OOC(=O)C1C=CC=CC=1)(=O)C1C=CC=CC=1.C(Cl)(Cl)(Cl)[Cl:40].